Dataset: Reaction yield outcomes from USPTO patents with 853,638 reactions. Task: Predict the reaction yield, written as a fraction of the theoretical maximum amount of product (1.0 means a 100% yield; for example, 0.34 means a 34% yield). (1) The reactants are [OH:1][C@H:2]([C@@H:8]([OH:14])[C:9]([O:11][CH2:12][CH3:13])=[O:10])[C:3]([O:5][CH2:6][CH3:7])=[O:4].[C:15]1(=O)[CH2:20][CH2:19][CH2:18][CH2:17][CH2:16]1. The yield is 0.660. The product is [O:1]1[C:15]2([CH2:20][CH2:19][CH2:18][CH2:17][CH2:16]2)[O:14][C@@H:8]([C:9]([O:11][CH2:12][CH3:13])=[O:10])[C@@H:2]1[C:3]([O:5][CH2:6][CH3:7])=[O:4]. The catalyst is C1(C)C=CC=CC=1. (2) The reactants are [OH:1][CH:2]([C:13]1[CH:18]=[CH:17][CH:16]=[C:15]([O:19][CH3:20])[CH:14]=1)[CH2:3][O:4][C:5]1[CH:12]=[CH:11][C:8]([CH:9]=O)=[CH:7][CH:6]=1.[S:21]1[CH2:25][C:24](=[O:26])[NH:23][C:22]1=[O:27].N1CCCCC1. The catalyst is CCO. The product is [OH:1][CH:2]([C:13]1[CH:18]=[CH:17][CH:16]=[C:15]([O:19][CH3:20])[CH:14]=1)[CH2:3][O:4][C:5]1[CH:12]=[CH:11][C:8]([CH:9]=[C:25]2[S:21][C:22](=[O:27])[NH:23][C:24]2=[O:26])=[CH:7][CH:6]=1. The yield is 0.580. (3) The reactants are [CH3:1][O:2][C:3]([C:5]1[CH2:10][NH:9][CH2:8][CH2:7][CH:6]=1)=[O:4].Cl.[CH2:12]1[C:26]2[C:21](=[CH:22][CH:23]=[CH:24][CH:25]=2)[CH:20](Cl)[C:19]2[C:14](=[CH:15][CH:16]=[CH:17][CH:18]=2)[CH2:13]1.N[C@H](C(O)=O)CC1C=C2C(C=CC=C2)=CC=1.C(N(CC)CC)C. The catalyst is O1CCOCC1. The product is [CH3:1][O:2][C:3]([C:5]1[CH2:10][N:9]([CH:20]2[C:19]3[CH:18]=[CH:17][CH:16]=[CH:15][C:14]=3[CH2:13][CH2:12][C:26]3[CH:25]=[CH:24][CH:23]=[CH:22][C:21]2=3)[CH2:8][CH2:7][CH:6]=1)=[O:4]. The yield is 0.670. (4) The reactants are [OH:1][CH2:2][CH2:3][CH:4]([CH3:20])[CH2:5][C@@H:6]1[CH2:10][N:9]([C@H:11]([C:13]2[CH:18]=[CH:17][CH:16]=[CH:15][CH:14]=2)[CH3:12])[C:8](=[O:19])[CH2:7]1.[H-].[Na+].[CH3:23]I. The catalyst is CS(C)=O.O. The product is [CH3:23][O:1][CH2:2][CH2:3][CH:4]([CH3:20])[CH2:5][C@@H:6]1[CH2:10][N:9]([C@H:11]([C:13]2[CH:14]=[CH:15][CH:16]=[CH:17][CH:18]=2)[CH3:12])[C:8](=[O:19])[CH2:7]1. The yield is 0.520. (5) The reactants are [CH3:1][O:2][C:3]1[N:13]=[CH:12][C:11]2[S:10][CH2:9][CH2:8][NH:7][CH2:6][C:5]=2[CH:4]=1.[CH:14]([C:16]1[CH:17]=[CH:18][C:19]([C:22]([O:24][CH3:25])=[O:23])=[N:20][CH:21]=1)=O.C(O[BH-](OC(=O)C)OC(=O)C)(=O)C.[Na+]. The catalyst is ClCCCl. The product is [CH3:1][O:2][C:3]1[N:13]=[CH:12][C:11]2[S:10][CH2:9][CH2:8][N:7]([CH2:14][C:16]3[CH:17]=[CH:18][C:19]([C:22]([O:24][CH3:25])=[O:23])=[N:20][CH:21]=3)[CH2:6][C:5]=2[CH:4]=1. The yield is 0.400. (6) The reactants are [Cl:1][C:2]1[CH:24]=[CH:23][C:5]([CH2:6][NH:7][C:8]([C:10]2[C:11](=[O:22])[C:12]3[CH:20]=[C:19](I)[S:18][C:13]=3[N:14]([CH2:16][CH3:17])[CH:15]=2)=[O:9])=[CH:4][CH:3]=1.[CH2:25]([OH:28])[C:26]#[CH:27]. The catalyst is C(NCC)C.[Cu](I)I.Cl[Pd](Cl)([P](C1C=CC=CC=1)(C1C=CC=CC=1)C1C=CC=CC=1)[P](C1C=CC=CC=1)(C1C=CC=CC=1)C1C=CC=CC=1. The product is [Cl:1][C:2]1[CH:24]=[CH:23][C:5]([CH2:6][NH:7][C:8]([C:10]2[C:11](=[O:22])[C:12]3[CH:20]=[C:19]([C:27]#[C:26][CH2:25][OH:28])[S:18][C:13]=3[N:14]([CH2:16][CH3:17])[CH:15]=2)=[O:9])=[CH:4][CH:3]=1. The yield is 0.700. (7) The reactants are [C:1]1([C@@H:7]([OH:9])[CH3:8])[CH:6]=[CH:5][CH:4]=[CH:3][CH:2]=1.C1(P(C2C=CC=CC=2)C2C=CC=CC=2)C=CC=CC=1.O[C:30]1[CH:31]=[C:32]([C:40]2[CH:41]=[C:42]([CH3:48])[C:43](=[O:47])[N:44]([CH3:46])[CH:45]=2)[CH:33]=[C:34]([S:36]([CH3:39])(=[O:38])=[O:37])[CH:35]=1.CC(OC(/N=N/C(OC(C)C)=O)=O)C. The catalyst is C1COCC1. The product is [CH3:46][N:44]1[CH:45]=[C:40]([C:32]2[CH:31]=[C:30]([O:9][C@@H:7]([C:1]3[CH:6]=[CH:5][CH:4]=[CH:3][CH:2]=3)[CH3:8])[CH:35]=[C:34]([S:36]([CH3:39])(=[O:38])=[O:37])[CH:33]=2)[CH:41]=[C:42]([CH3:48])[C:43]1=[O:47]. The yield is 0.480. (8) The reactants are C1C2C(COC([NH:18][C:19]([CH3:69])([C:21]([NH:23][C@H:24]([C:28]([N:30]([C@@H:32]([C@@H:65]([CH3:68])[CH2:66][CH3:67])[C@H:33]([O:63][CH3:64])[CH2:34][C:35]([N:37]3[CH2:41][CH2:40][CH2:39][C@H:38]3[C@H:42]([O:61][CH3:62])[C@@H:43]([CH3:60])[C:44](=[O:59])[NH:45][C@H:46]([C:54]3[S:55][CH:56]=[CH:57][N:58]=3)[CH2:47][C:48]3[CH:53]=[CH:52][CH:51]=[CH:50][CH:49]=3)=[O:36])[CH3:31])=[O:29])[CH:25]([CH3:27])[CH3:26])=[O:22])[CH3:20])=O)C3C(=CC=CC=3)C=2C=CC=1.C(NCC)C. The catalyst is ClCCl. The product is [CH3:20][C:19]([C:21]([NH:23][C@H:24]([C:28]([N:30]([C@@H:32]([C@@H:65]([CH3:68])[CH2:66][CH3:67])[C@H:33]([O:63][CH3:64])[CH2:34][C:35]([N:37]1[CH2:41][CH2:40][CH2:39][C@H:38]1[C@H:42]([O:61][CH3:62])[C@@H:43]([CH3:60])[C:44](=[O:59])[NH:45][C@H:46]([C:54]1[S:55][CH:56]=[CH:57][N:58]=1)[CH2:47][C:48]1[CH:53]=[CH:52][CH:51]=[CH:50][CH:49]=1)=[O:36])[CH3:31])=[O:29])[CH:25]([CH3:27])[CH3:26])=[O:22])([CH3:69])[NH2:18]. The yield is 0.750. (9) The reactants are [F:1][C:2]([F:9])([F:8])[C:3](=[CH2:7])[C:4]([OH:6])=[O:5].S(=O)(=O)(O)O.[CH2:15]=[C:16]1[CH:23]2[CH2:24][CH:19]3[CH2:20][CH:21]([CH2:25][CH:17]1[CH2:18]3)[CH2:22]2.[OH-].[Na+]. The catalyst is C1(C)C=CC=CC=1. The product is [F:1][C:2]([F:9])([F:8])[C:3](=[CH2:7])[C:4]([O:6][C:16]1([CH3:15])[CH:17]2[CH2:25][CH:21]3[CH2:20][CH:19]([CH2:24][CH:23]1[CH2:22]3)[CH2:18]2)=[O:5]. The yield is 0.930. (10) The reactants are [F:1][C:2]1[CH:7]=[C:6]([F:8])[CH:5]=[CH:4][C:3]=1[C:9]1[C:17]2[O:16][CH:15]([CH2:18][NH:19]C(=O)OCC3C=CC=CC=3)[CH2:14][C:13]=2[CH:12]=[CH:11][CH:10]=1. The catalyst is [Pd]. The product is [F:1][C:2]1[CH:7]=[C:6]([F:8])[CH:5]=[CH:4][C:3]=1[C:9]1[C:17]2[O:16][CH:15]([CH2:18][NH2:19])[CH2:14][C:13]=2[CH:12]=[CH:11][CH:10]=1. The yield is 0.430.